From a dataset of Experimentally validated miRNA-target interactions with 360,000+ pairs, plus equal number of negative samples. Binary Classification. Given a miRNA mature sequence and a target amino acid sequence, predict their likelihood of interaction. (1) The miRNA is hsa-miR-5699-5p with sequence UGCCCCAACAAGGAAGGACAAG. The protein sequence of the target gene is MHKRKGPPGPPGRGAAAARQLGLLVDLSPDGLMIPEDGANDEELEAEFLALVGGQPPALEKLKGKGPLPMEAIEKMASLCMRDPDEDEEEGTDEDDLEADDDLLAELNEVLGEEQKASETPPPVAQPKPEAPHPGLETTLQERLALYQTAIESARQAGDSAKMRRYDRGLKTLENLLASIRKGNAIDEADIPPPVAIGKGPASTPTYSPAPTQPAPRIASAPEPRVTLEGPSATAPASSPGLAKPQMPPGPCSPGPLAQLQSRQRDYKLAALHAKQQGDTTAAARHFRVAKSFDAVLEAL.... Result: 0 (no interaction). (2) The miRNA is hsa-miR-3196 with sequence CGGGGCGGCAGGGGCCUC. The protein sequence of the target gene is MASQTQGIQQLLQAEKRAAEKVADARKRKARRLKQAKEEAQMEVEQYRREREQEFQSKQQAAMGSQGNLSAEVEQATRRQVQGMQSSQQRNRERVLAQLLGMVCEVRPQVHPNYRVTV. Result: 0 (no interaction).